Dataset: Catalyst prediction with 721,799 reactions and 888 catalyst types from USPTO. Task: Predict which catalyst facilitates the given reaction. Reactant: [H-].[Na+].[OH:3][C:4]1[CH:5]=[N:6][CH:7]=[CH:8][CH:9]=1.Br[CH2:11][C:12]([O:14][C:15]([CH3:18])([CH3:17])[CH3:16])=[O:13].O. Product: [N:6]1[CH:7]=[CH:8][CH:9]=[C:4]([O:3][CH2:11][C:12]([O:14][C:15]([CH3:18])([CH3:17])[CH3:16])=[O:13])[CH:5]=1. The catalyst class is: 3.